This data is from Catalyst prediction with 721,799 reactions and 888 catalyst types from USPTO. The task is: Predict which catalyst facilitates the given reaction. Reactant: [C:1]([C:3]1[C:11]2[C:6](=[CH:7][CH:8]=[C:9]([C:12]([O:14]C)=[O:13])[CH:10]=2)[NH:5][N:4]=1)#[N:2].[OH-].[Li+]. Product: [C:1]([C:3]1[C:11]2[C:6](=[CH:7][CH:8]=[C:9]([C:12]([OH:14])=[O:13])[CH:10]=2)[NH:5][N:4]=1)#[N:2]. The catalyst class is: 40.